Dataset: Full USPTO retrosynthesis dataset with 1.9M reactions from patents (1976-2016). Task: Predict the reactants needed to synthesize the given product. The reactants are: [Cl:1][C:2]1[CH:22]=[CH:21][CH:20]=[C:19]([Cl:23])[C:3]=1[C:4]([NH:6][CH2:7][CH2:8][S:9][CH2:10][C:11]1[CH:16]=[CH:15][CH:14]=[C:13]([C:17]#[N:18])[CH:12]=1)=[O:5].OO.C([O-])([O-])=[O:27].[K+].[K+].O. Given the product [C:17]([C:13]1[CH:12]=[C:11]([CH:16]=[CH:15][CH:14]=1)[CH2:10][S:9][CH2:8][CH2:7][NH:6][C:4](=[O:5])[C:3]1[C:2]([Cl:1])=[CH:22][CH:21]=[CH:20][C:19]=1[Cl:23])(=[O:27])[NH2:18], predict the reactants needed to synthesize it.